Dataset: Catalyst prediction with 721,799 reactions and 888 catalyst types from USPTO. Task: Predict which catalyst facilitates the given reaction. (1) Reactant: [CH3:1][C:2]([C:9]1[S:10][CH:11]=[CH:12][CH:13]=1)([CH3:8])[C:3](OCC)=[O:4].O.[NH2:15][NH2:16]. Product: [CH3:1][C:2]([C:9]1[S:10][CH:11]=[CH:12][CH:13]=1)([CH3:8])[C:3]([NH:15][NH2:16])=[O:4]. The catalyst class is: 8. (2) Reactant: [C:1]([C:5]1[CH:10]=[CH:9][CH:8]=[C:7]([N+:11]([O-])=O)[C:6]=1[CH:14]=[CH2:15])([CH3:4])([CH3:3])[CH3:2].C(C1C(C=C)=C(N)C=CC=1)(C)(C)C. Product: [C:1]([C:5]1[C:6]([CH2:14][CH3:15])=[C:7]([NH2:11])[CH:8]=[CH:9][CH:10]=1)([CH3:4])([CH3:3])[CH3:2]. The catalyst class is: 43. (3) Reactant: [CH2:1]([O:8][C:9]1[CH:14]=[C:13]([O:15][CH2:16][CH2:17][CH2:18][C:19]2[C:20]([O:34][CH2:35][CH3:36])=[N:21][N:22]([C:24]3[CH:29]=[CH:28][C:27]([C:30]([F:33])([F:32])[F:31])=[CH:26][N:25]=3)[CH:23]=2)[CH:12]=[CH:11][C:10]=1[CH2:37][CH2:38][C:39]([O:41]CC)=[O:40])[C:2]1[CH:7]=[CH:6][CH:5]=[CH:4][CH:3]=1.[OH-].[Na+].O1CCCC1.Cl. Product: [CH2:1]([O:8][C:9]1[CH:14]=[C:13]([O:15][CH2:16][CH2:17][CH2:18][C:19]2[C:20]([O:34][CH2:35][CH3:36])=[N:21][N:22]([C:24]3[CH:29]=[CH:28][C:27]([C:30]([F:33])([F:32])[F:31])=[CH:26][N:25]=3)[CH:23]=2)[CH:12]=[CH:11][C:10]=1[CH2:37][CH2:38][C:39]([OH:41])=[O:40])[C:2]1[CH:7]=[CH:6][CH:5]=[CH:4][CH:3]=1. The catalyst class is: 8. (4) Product: [CH3:50][N:47]1[CH2:48][CH2:49][N:44]([CH2:43][CH2:42][O:38][C:35]2[N:36]=[CH:37][C:32]([C:29]3[CH2:30][CH2:31][N:26]([C:23]4[CH:24]=[CH:25][C:20]5[N:21]([C:17]([C:16]([F:15])([F:39])[F:40])=[N:18][N:19]=5)[N:22]=4)[CH2:27][CH:28]=3)=[CH:33][CH:34]=2)[CH2:45][C:46]1=[O:51]. The catalyst class is: 1. Reactant: CC(OC(/N=N/C(OC(C)C)=O)=O)C.[F:15][C:16]([F:40])([F:39])[C:17]1[N:21]2[N:22]=[C:23]([N:26]3[CH2:31][CH:30]=[C:29]([C:32]4[CH:33]=[CH:34][C:35]([OH:38])=[N:36][CH:37]=4)[CH2:28][CH2:27]3)[CH:24]=[CH:25][C:20]2=[N:19][N:18]=1.O[CH2:42][CH2:43][N:44]1[CH2:49][CH2:48][N:47]([CH3:50])[C:46](=[O:51])[CH2:45]1.C1(P(C2C=CC=CC=2)C2C=CC=CC=2)C=CC=CC=1.